This data is from NCI-60 drug combinations with 297,098 pairs across 59 cell lines. The task is: Regression. Given two drug SMILES strings and cell line genomic features, predict the synergy score measuring deviation from expected non-interaction effect. (1) Drug 1: CN(CC1=CN=C2C(=N1)C(=NC(=N2)N)N)C3=CC=C(C=C3)C(=O)NC(CCC(=O)O)C(=O)O. Drug 2: CC1CCC2CC(C(=CC=CC=CC(CC(C(=O)C(C(C(=CC(C(=O)CC(OC(=O)C3CCCCN3C(=O)C(=O)C1(O2)O)C(C)CC4CCC(C(C4)OC)O)C)C)O)OC)C)C)C)OC. Cell line: MOLT-4. Synergy scores: CSS=15.3, Synergy_ZIP=-2.90, Synergy_Bliss=1.63, Synergy_Loewe=-7.05, Synergy_HSA=-1.90. (2) Drug 1: C1CN1C2=NC(=NC(=N2)N3CC3)N4CC4. Drug 2: N.N.Cl[Pt+2]Cl. Cell line: SK-OV-3. Synergy scores: CSS=44.4, Synergy_ZIP=-11.2, Synergy_Bliss=-1.37, Synergy_Loewe=2.62, Synergy_HSA=3.27. (3) Drug 1: C1=CC(=CC=C1CCCC(=O)O)N(CCCl)CCCl. Drug 2: CC1=C(C(=O)C2=C(C1=O)N3CC4C(C3(C2COC(=O)N)OC)N4)N. Cell line: HL-60(TB). Synergy scores: CSS=96.7, Synergy_ZIP=-3.27, Synergy_Bliss=-7.14, Synergy_Loewe=-6.71, Synergy_HSA=-3.13. (4) Drug 1: CS(=O)(=O)CCNCC1=CC=C(O1)C2=CC3=C(C=C2)N=CN=C3NC4=CC(=C(C=C4)OCC5=CC(=CC=C5)F)Cl. Drug 2: CC(C)(C#N)C1=CC(=CC(=C1)CN2C=NC=N2)C(C)(C)C#N. Cell line: MDA-MB-231. Synergy scores: CSS=-0.430, Synergy_ZIP=3.14, Synergy_Bliss=-4.33, Synergy_Loewe=-3.24, Synergy_HSA=-4.07. (5) Drug 1: CC12CCC(CC1=CCC3C2CCC4(C3CC=C4C5=CN=CC=C5)C)O. Drug 2: CCCCCOC(=O)NC1=NC(=O)N(C=C1F)C2C(C(C(O2)C)O)O. Cell line: CCRF-CEM. Synergy scores: CSS=0.128, Synergy_ZIP=-3.54, Synergy_Bliss=-6.54, Synergy_Loewe=-8.52, Synergy_HSA=-6.18. (6) Drug 1: C1CCN(CC1)CCOC2=CC=C(C=C2)C(=O)C3=C(SC4=C3C=CC(=C4)O)C5=CC=C(C=C5)O. Drug 2: COC1=C2C(=CC3=C1OC=C3)C=CC(=O)O2. Cell line: A498. Synergy scores: CSS=5.20, Synergy_ZIP=-3.78, Synergy_Bliss=-5.31, Synergy_Loewe=-3.43, Synergy_HSA=-2.98. (7) Drug 1: CN(C)N=NC1=C(NC=N1)C(=O)N. Drug 2: CC1=C(C=C(C=C1)C(=O)NC2=CC(=CC(=C2)C(F)(F)F)N3C=C(N=C3)C)NC4=NC=CC(=N4)C5=CN=CC=C5. Cell line: HCT-15. Synergy scores: CSS=2.84, Synergy_ZIP=1.90, Synergy_Bliss=4.56, Synergy_Loewe=0.860, Synergy_HSA=0.829.